Dataset: Forward reaction prediction with 1.9M reactions from USPTO patents (1976-2016). Task: Predict the product of the given reaction. (1) Given the reactants N(C(OC(C)(C)C)=O)[C@H](C(N1CCC[C@H]1C(OC)=O)=O)CC(C)C.[NH:25]([C:61]([O:63][C:64]([CH3:67])([CH3:66])[CH3:65])=[O:62])[C@H:26]([C:42]([NH:44][C@H:45]([C:50]([N:52]1[CH2:60][CH2:59][CH2:58][C@H:53]1[C:54]([O:56][CH3:57])=[O:55])=[O:51])[CH2:46][CH:47]([CH3:49])[CH3:48])=[O:43])[CH2:27][C:28]1[CH:33]=[CH:32][C:31]([O:34]CC2C=CC=CC=2)=[CH:30][CH:29]=1.C(O)(C(F)(F)F)=O.N(C(OC(C)(C)C)=O)[C@H](C(O)=O)CC1C=CC(OCC2C=CC=CC=2)=CC=1.F[P-](F)(F)(F)(F)F.N1(O[P+](N(C)C)(N(C)C)N(C)C)C2C=CC=CC=2N=N1.CCN(C(C)C)C(C)C, predict the reaction product. The product is: [NH:25]([C:61]([O:63][C:64]([CH3:66])([CH3:65])[CH3:67])=[O:62])[C@H:26]([C:42]([NH:44][C@H:45]([C:50]([N:52]1[CH2:60][CH2:59][CH2:58][C@H:53]1[C:54]([O:56][CH3:57])=[O:55])=[O:51])[CH2:46][CH:47]([CH3:49])[CH3:48])=[O:43])[CH2:27][C:28]1[CH:29]=[CH:30][C:31]([OH:34])=[CH:32][CH:33]=1. (2) Given the reactants [H-].C([Al+]CC(C)C)C(C)C.[CH2:11]([O:13][C:14](=[O:27])[C:15]([CH3:26])([CH2:21][CH2:22][CH:23]([CH3:25])[CH3:24])[C:16](OCC)=[O:17])[CH3:12], predict the reaction product. The product is: [CH2:11]([O:13][C:14](=[O:27])[C:15]([CH:16]=[O:17])([CH3:26])[CH2:21][CH2:22][CH:23]([CH3:24])[CH3:25])[CH3:12]. (3) Given the reactants [Br:1][C:2]1[CH:7]=[CH:6][C:5]([OH:8])=[CH:4][CH:3]=1.[C:9](=[O:12])([O-])[O-].[K+].[K+], predict the reaction product. The product is: [Br:1][C:2]1[CH:7]=[CH:6][C:5]([O:8][CH2:7][CH2:2][CH:3]2[CH2:9][O:12][CH2:4]2)=[CH:4][CH:3]=1. (4) Given the reactants [Li+].C[Si]([N-][Si](C)(C)C)(C)C.[CH3:11][C:12]([N:17]1[C:21]2[N:22]=[CH:23][N:24]=[CH:25][C:20]=2[CH:19]=[CH:18]1)([CH2:15][OH:16])[CH2:13]O.S(Cl)(C1C=CC(C)=CC=1)(=O)=O.[NH4+].[Cl-], predict the reaction product. The product is: [CH3:11][C:12]1([N:17]2[C:21]3[N:22]=[CH:23][N:24]=[CH:25][C:20]=3[CH:19]=[CH:18]2)[CH2:15][O:16][CH2:13]1.